Dataset: Full USPTO retrosynthesis dataset with 1.9M reactions from patents (1976-2016). Task: Predict the reactants needed to synthesize the given product. (1) Given the product [CH3:14][C:12]1[C:11](=[O:15])[O:10][CH2:9][C@@H:7]([C:1]2[CH:6]=[CH:5][CH:4]=[CH:3][CH:2]=2)[N:8]=1, predict the reactants needed to synthesize it. The reactants are: [C:1]1([C@H:7]([CH2:9][OH:10])[NH2:8])[CH:6]=[CH:5][CH:4]=[CH:3][CH:2]=1.[C:11](OCC)(=[O:15])[C:12]([CH3:14])=O. (2) Given the product [C:25]([O:29][C:30]([N:32]1[CH2:37][CH2:36][CH:35]([CH:38]([OH:39])[C:2]2[CH:7]=[CH:6][C:5]([C:8]([F:11])([F:10])[F:9])=[CH:4][CH:3]=2)[CH2:34][CH2:33]1)=[O:31])([CH3:28])([CH3:27])[CH3:26], predict the reactants needed to synthesize it. The reactants are: Br[C:2]1[CH:7]=[CH:6][C:5]([C:8]([F:11])([F:10])[F:9])=[CH:4][CH:3]=1.[Li]CCCC.CN(CCN(C)C)C.[C:25]([O:29][C:30]([N:32]1[CH2:37][CH2:36][CH:35]([CH:38]=[O:39])[CH2:34][CH2:33]1)=[O:31])([CH3:28])([CH3:27])[CH3:26].[NH4+].[Cl-]. (3) Given the product [Cl:1][C:2]1[C:3]([O:13][CH3:14])=[CH:4][C:5]([O:12][CH2:34][C@@H:35]2[CH2:37][O:36]2)=[C:6]([NH:8][C:9](=[O:11])[CH3:10])[CH:7]=1, predict the reactants needed to synthesize it. The reactants are: [Cl:1][C:2]1[C:3]([O:13][CH3:14])=[CH:4][C:5]([OH:12])=[C:6]([NH:8][C:9](=[O:11])[CH3:10])[CH:7]=1.C(=O)([O-])[O-].[Cs+].[Cs+].[N+](C1C=C(S(O[CH2:34][C@@H:35]2[CH2:37][O:36]2)(=O)=O)C=CC=1)([O-])=O.